Dataset: Catalyst prediction with 721,799 reactions and 888 catalyst types from USPTO. Task: Predict which catalyst facilitates the given reaction. (1) Reactant: [CH3:1][O:2][C:3](=[O:20])[CH:4](P(O)(O)=O)[NH:5][C:6]([O:8][CH2:9][C:10]1[CH:15]=[CH:14][CH:13]=[CH:12][CH:11]=1)=[O:7].N12CCCN=C1CCCCC2.[CH:32]12[CH2:38][CH:35]([CH2:36][CH2:37]1)[CH2:34][CH:33]2[CH:39]=O. Product: [CH3:1][O:2][C:3](=[O:20])[C:4]([NH:5][C:6]([O:8][CH2:9][C:10]1[CH:15]=[CH:14][CH:13]=[CH:12][CH:11]=1)=[O:7])=[CH:39][CH:33]1[CH2:34][CH:35]2[CH2:38][CH:32]1[CH2:37][CH2:36]2. The catalyst class is: 4. (2) Reactant: [I:1][C:2]1[CH:3]=[C:4]([CH:7]=[C:8]([I:12])[C:9]=1[O:10][CH3:11])[CH:5]=O.[ClH:13].CO.C(O[CH:19](OCC)[CH2:20][NH:21][CH2:22][C:23]1[CH:28]=[CH:27][CH:26]=[C:25]([O:29][CH2:30][CH3:31])[C:24]=1[OH:32])C. Product: [ClH:13].[I:1][C:2]1[CH:3]=[C:4]([CH:7]=[C:8]([I:12])[C:9]=1[O:10][CH3:11])[CH2:5][C:19]1[C:28]2[C:23](=[C:24]([OH:32])[C:25]([O:29][CH2:30][CH3:31])=[CH:26][CH:27]=2)[CH:22]=[N:21][CH:20]=1. The catalyst class is: 14. (3) Reactant: [CH2:1]([N:3]([CH2:18][CH3:19])[CH2:4][CH2:5][NH:6][C:7]([C:9]1[C:13]([CH3:14])=[C:12]([CH:15]=O)[NH:11][C:10]=1[CH3:17])=[O:8])[CH3:2].[F:20][C:21]1[CH:22]=[C:23]2[C:27](=[CH:28][CH:29]=1)[NH:26][C:25](=[O:30])[CH2:24]2.N1CCCC1. Product: [CH3:2][CH2:1][N:3]([CH2:4][CH2:5][NH:6][C:7]([C:9]1[C:13]([CH3:14])=[C:12](/[CH:15]=[C:24]2/[C:23]3[CH:22]=[C:21]([F:20])[CH:29]=[CH:28][C:27]=3[NH:26][C:25]/2=[O:30])[NH:11][C:10]=1[CH3:17])=[O:8])[CH2:18][CH3:19]. The catalyst class is: 480.